From a dataset of Reaction yield outcomes from USPTO patents with 853,638 reactions. Predict the reaction yield, written as a fraction of the theoretical maximum amount of product (1.0 means a 100% yield; for example, 0.34 means a 34% yield). (1) The reactants are Cl.[F:2][CH:3]([F:12])[C@H:4]1[CH2:9][NH:8][CH2:7][C@@H:6]([OH:10])[C@@H:5]1[OH:11].C([O-])([O-])=O.[K+].[K+].[CH2:19](Br)[CH2:20][CH2:21][CH3:22]. The catalyst is CN(C=O)C. The product is [CH2:19]([N:8]1[CH2:9][CH:4]([CH:3]([F:2])[F:12])[CH:5]([OH:11])[CH:6]([OH:10])[CH2:7]1)[CH2:20][CH2:21][CH3:22]. The yield is 0.800. (2) The reactants are [NH:1]1[CH:5]=[CH:4][N:3]=[CH:2]1.[H-].[Na+].[CH2:8]([O:10][CH2:11]Cl)[CH3:9]. The catalyst is CS(C)=O. The product is [CH2:8]([O:10][CH2:11][N:1]1[CH:5]=[CH:4][N:3]=[CH:2]1)[CH3:9]. The yield is 0.900. (3) The reactants are Br[C:2]1[CH:7]=[CH:6][CH:5]=[C:4]([Br:8])[N:3]=1.[Li]CCCC.[CH3:14][N:15]([CH3:23])[CH:16]1[CH2:21][CH2:20][C:19](=[O:22])[CH2:18][CH2:17]1. The catalyst is C(Cl)Cl. The product is [Br:8][C:4]1[N:3]=[C:2]([C:19]2([OH:22])[CH2:20][CH2:21][CH:16]([N:15]([CH3:23])[CH3:14])[CH2:17][CH2:18]2)[CH:7]=[CH:6][CH:5]=1. The yield is 0.670. (4) The reactants are [OH:1][C:2]1[CH:3]=[C:4]([CH:7]=[CH:8][CH:9]=1)[CH:5]=[O:6].CO.C[O-].[Na+].[F:15][C:16]([F:30])([F:29])[CH2:17]OS(C1C=CC(C)=CC=1)(=O)=O. The catalyst is CCCCCC.C1(C)C=CC=CC=1.C(OCC)(=O)C. The product is [F:15][C:16]([F:30])([F:29])[CH2:17][O:1][C:2]1[CH:3]=[C:4]([CH:7]=[CH:8][CH:9]=1)[CH:5]=[O:6]. The yield is 0.260. (5) The reactants are [OH-].[NH4+:2].[N:3]([CH2:6][CH2:7][CH2:8][S:9](Cl)(=[O:11])=[O:10])=[N+:4]=[N-:5]. The catalyst is C(O)C. The product is [N:3]([CH2:6][CH2:7][CH2:8][S:9]([NH2:2])(=[O:11])=[O:10])=[N+:4]=[N-:5]. The yield is 0.860. (6) The reactants are [C:1]([C:3]1[CH:8]=[CH:7][C:6]([Br:9])=[CH:5][N:4]=1)#[N:2].[N-:10]=[N+:11]=[N-:12].[Na+].[Cl-].[NH4+].O. The catalyst is CN(C)C=O. The product is [NH:10]1[C:1]([C:3]2[CH:8]=[CH:7][C:6]([Br:9])=[CH:5][N:4]=2)=[N:2][N:12]=[N:11]1. The yield is 0.850. (7) The reactants are FC(F)(F)C(O)=O.[Cl:8][C:9]1[CH:14]=[CH:13][C:12]([CH:15]([NH:20][C:21]([C:23]2([NH:38]C(=O)OC(C)(C)C)[CH2:28][CH2:27][N:26]([C:29]3[C:30]4[CH:37]=[CH:36][NH:35][C:31]=4[N:32]=[CH:33][N:34]=3)[CH2:25][CH2:24]2)=[O:22])[CH2:16][CH2:17][CH2:18][OH:19])=[CH:11][CH:10]=1. The catalyst is CO. The product is [NH2:38][C:23]1([C:21]([NH:20][CH:15]([C:12]2[CH:11]=[CH:10][C:9]([Cl:8])=[CH:14][CH:13]=2)[CH2:16][CH2:17][CH2:18][OH:19])=[O:22])[CH2:24][CH2:25][N:26]([C:29]2[C:30]3[CH:37]=[CH:36][NH:35][C:31]=3[N:32]=[CH:33][N:34]=2)[CH2:27][CH2:28]1. The yield is 0.508. (8) The yield is 0.610. The reactants are [CH:1](=O)/[CH:2]=[CH:3]/[C:4]1[CH:9]=[CH:8][CH:7]=[CH:6][CH:5]=1.[C:11]([OH:16])(=[O:15])[C:12]([CH3:14])=[O:13].[OH-].[K+:18]. The catalyst is CO. The product is [O:13]=[C:12]([CH:14]=[CH:1][CH:2]=[CH:3][C:4]1[CH:9]=[CH:8][CH:7]=[CH:6][CH:5]=1)[C:11]([O-:16])=[O:15].[K+:18].